From a dataset of Ames mutagenicity test results for genotoxicity prediction. Regression/Classification. Given a drug SMILES string, predict its toxicity properties. Task type varies by dataset: regression for continuous values (e.g., LD50, hERG inhibition percentage) or binary classification for toxic/non-toxic outcomes (e.g., AMES mutagenicity, cardiotoxicity, hepatotoxicity). Dataset: ames. (1) The drug is CCCCCCCCON(OC(C)=O)C(=O)c1ccccc1. The result is 1 (mutagenic). (2) The compound is BrCc1c2ccccc2c2ccc3cccc4ccc1c2c43. The result is 1 (mutagenic). (3) The drug is COc1cc(NC(C)CCCN)c2ncccc2c1. The result is 1 (mutagenic). (4) The drug is CC(=O)Nc1ccc(Oc2ccc(N(O)C=O)cc2)cc1. The result is 1 (mutagenic). (5) The compound is CC1=C2C(=COC(C)C2C)C(O)=C(C(=O)O)C1=O. The result is 0 (non-mutagenic). (6) The drug is CC(C)NCC(O)COc1cccc2ccccc12. The result is 0 (non-mutagenic).